This data is from Full USPTO retrosynthesis dataset with 1.9M reactions from patents (1976-2016). The task is: Predict the reactants needed to synthesize the given product. (1) Given the product [C:15]([CH2:14][O:13][C:11](=[O:12])[C@:10]([NH:23][NH2:24])([CH3:22])[CH2:9][C:4]1[CH:5]=[CH:6][C:7]([OH:8])=[C:2]([OH:1])[CH:3]=1)([OH:17])=[O:16], predict the reactants needed to synthesize it. The reactants are: [OH:1][C:2]1[CH:3]=[C:4]([CH2:9][C@@:10]([NH:23][NH:24]C(OC(C)(C)C)=O)([CH3:22])[C:11]([O:13][CH2:14][C:15]([O:17]C(C)(C)C)=[O:16])=[O:12])[CH:5]=[CH:6][C:7]=1[OH:8]. (2) The reactants are: [NH2:1][C@H:2]([C:4]1[N:8]([CH:9]2[CH2:14][CH2:13][CH:12]([C:15]#[N:16])[CH2:11][CH2:10]2)[C:7]2[CH:17]=[C:18]([F:21])[CH:19]=[CH:20][C:6]=2[N:5]=1)[CH3:3].Cl[C:23]1[N:31]=[CH:30][N:29]=[C:28]2[C:24]=1[N:25]=[CH:26][N:27]2C1CCCCO1.CCN(C(C)C)C(C)C.Cl. Given the product [F:21][C:18]1[CH:19]=[CH:20][C:6]2[N:5]=[C:4]([C@@H:2]([NH:1][C:23]3[N:31]=[CH:30][N:29]=[C:28]4[C:24]=3[N:25]=[CH:26][NH:27]4)[CH3:3])[N:8]([CH:9]3[CH2:14][CH2:13][CH:12]([C:15]#[N:16])[CH2:11][CH2:10]3)[C:7]=2[CH:17]=1, predict the reactants needed to synthesize it. (3) Given the product [CH:1]1([CH2:16][C:17]2[C:26]3[C:21](=[CH:22][CH:23]=[CH:24][CH:25]=3)[CH:20]=[CH:19][CH:18]=2)[C:9]2[C:4](=[CH:5][CH:6]=[CH:7][CH:8]=2)[CH:3]=[CH:2]1, predict the reactants needed to synthesize it. The reactants are: [CH2:1]1[C:9]2[C:4](=[CH:5][CH:6]=[CH:7][CH:8]=2)[CH:3]=[CH:2]1.C([Li])CCC.Cl[CH2:16][C:17]1[C:26]2[C:21](=[CH:22][CH:23]=[CH:24][CH:25]=2)[CH:20]=[CH:19][CH:18]=1.O.